Dataset: Forward reaction prediction with 1.9M reactions from USPTO patents (1976-2016). Task: Predict the product of the given reaction. (1) Given the reactants [C:1]([O:5][C:6]([N:8]1[CH2:13][CH2:12][C@:11]([OH:26])([C:14]2[CH:19]=[CH:18][C:17]([CH2:20][O:21][CH2:22][CH2:23][O:24][CH3:25])=[CH:16][CH:15]=2)[C@@H:10]([OH:27])[CH2:9]1)=[O:7])([CH3:4])([CH3:3])[CH3:2].Br[CH2:29][C:30]1[CH:31]=[CH:32][C:33]2[O:38][CH2:37][C:36](=[O:39])[N:35]([CH2:40][CH2:41][CH2:42][O:43][CH3:44])[C:34]=2[CH:45]=1, predict the reaction product. The product is: [C:1]([O:5][C:6]([N:8]1[CH2:13][CH2:12][C@:11]([OH:26])([C:14]2[CH:19]=[CH:18][C:17]([CH2:20][O:21][CH2:22][CH2:23][O:24][CH3:25])=[CH:16][CH:15]=2)[C@@H:10]([O:27][CH2:29][C:30]2[CH:31]=[CH:32][C:33]3[O:38][CH2:37][C:36](=[O:39])[N:35]([CH2:40][CH2:41][CH2:42][O:43][CH3:44])[C:34]=3[CH:45]=2)[CH2:9]1)=[O:7])([CH3:4])([CH3:2])[CH3:3]. (2) Given the reactants [Si:1]([O:8][CH2:9][CH2:10][CH2:11][N:12]1[C:17](=[O:18])[C:16]2[C:19]([CH:24]([C:26]3[CH:31]=[CH:30][C:29](Cl)=[CH:28][CH:27]=3)[OH:25])=[C:20]([Cl:23])[N:21]=[CH:22][C:15]=2[N:14]([CH3:33])[C:13]1=[O:34])([C:4]([CH3:7])([CH3:6])[CH3:5])([CH3:3])[CH3:2].[Li+].CC([N-]C(C)C)C.C(=O)C1C=CC=CC=1, predict the reaction product. The product is: [Si:1]([O:8][CH2:9][CH2:10][CH2:11][N:12]1[C:17](=[O:18])[C:16]2[C:19]([CH:24]([OH:25])[C:26]3[CH:31]=[CH:30][CH:29]=[CH:28][CH:27]=3)=[C:20]([Cl:23])[N:21]=[CH:22][C:15]=2[N:14]([CH3:33])[C:13]1=[O:34])([C:4]([CH3:6])([CH3:7])[CH3:5])([CH3:3])[CH3:2]. (3) The product is: [Cl:23][C:18]1[CH:19]=[CH:20][CH:21]=[CH:22][C:17]=1[C:13]1[CH:14]=[CH:15][CH:16]=[C:11]([N:9]2[CH:10]=[C:6]([C:4]([C:26]3[CH:31]=[CH:30][C:29]([O:32][CH3:33])=[CH:28][CH:27]=3)=[O:5])[N:7]=[CH:8]2)[CH:12]=1. Given the reactants CON(C)[C:4]([C:6]1[N:7]=[CH:8][N:9]([C:11]2[CH:12]=[C:13]([C:17]3[CH:22]=[CH:21][CH:20]=[CH:19][C:18]=3[Cl:23])[CH:14]=[CH:15][CH:16]=2)[CH:10]=1)=[O:5].Br[C:26]1[CH:31]=[CH:30][C:29]([O:32][CH3:33])=[CH:28][CH:27]=1, predict the reaction product. (4) Given the reactants C(OC(=O)[NH:7][CH:8]1[CH2:13][C@@H:12]([C:14]2[CH:19]=[CH:18][CH:17]=[CH:16][C:15]=2[CH3:20])[C@@H:11]([CH3:21])[N:10]([CH2:22][C:23]([F:26])([F:25])[F:24])[C:9]1=[O:27])(C)(C)C.Cl.[CH3:30][C:31]1[CH:39]=[CH:38][C:34]([C:35]([OH:37])=[O:36])=[CH:33][CH:32]=1, predict the reaction product. The product is: [CH3:30][C:31]1[CH:39]=[CH:38][C:34]([C:35]([O-:37])=[O:36])=[CH:33][CH:32]=1.[CH3:21][C@H:11]1[N:10]([CH2:22][C:23]([F:25])([F:26])[F:24])[C:9](=[O:27])[C@@H:8]([NH3+:7])[CH2:13][C@H:12]1[C:14]1[CH:19]=[CH:18][CH:17]=[CH:16][C:15]=1[CH3:20]. (5) Given the reactants [Br:1][C:2]1[CH:7]=[CH:6][C:5]([S:8](Cl)(=[O:10])=[O:9])=[CH:4][C:3]=1[Cl:12].[C:13]1([CH2:19][NH2:20])[CH:18]=[CH:17][CH:16]=[CH:15][CH:14]=1, predict the reaction product. The product is: [CH2:19]([NH:20][S:8]([C:5]1[CH:6]=[CH:7][C:2]([Br:1])=[C:3]([Cl:12])[CH:4]=1)(=[O:10])=[O:9])[C:13]1[CH:18]=[CH:17][CH:16]=[CH:15][CH:14]=1. (6) Given the reactants [CH3:1][S:2]([C:5]1[CH:6]=[C:7]([C:11]2[CH:16]=[CH:15][C:14]([C:17]3[N:21]([CH2:22][C:23]([O:25]CC)=[O:24])[N:20]=[C:19]([C:28]([F:31])([F:30])[F:29])[CH:18]=3)=[CH:13][CH:12]=2)[CH:8]=[CH:9][CH:10]=1)(=[O:4])=[O:3].[OH-].[Li+], predict the reaction product. The product is: [CH3:1][S:2]([C:5]1[CH:6]=[C:7]([C:11]2[CH:16]=[CH:15][C:14]([C:17]3[N:21]([CH2:22][C:23]([OH:25])=[O:24])[N:20]=[C:19]([C:28]([F:31])([F:29])[F:30])[CH:18]=3)=[CH:13][CH:12]=2)[CH:8]=[CH:9][CH:10]=1)(=[O:3])=[O:4].